From a dataset of Catalyst prediction with 721,799 reactions and 888 catalyst types from USPTO. Predict which catalyst facilitates the given reaction. The catalyst class is: 2. Product: [OH:1][C:2]([CH3:34])([CH3:33])[CH2:3][C@@:4]1([C:27]2[CH:32]=[CH:31][CH:30]=[CH:29][CH:28]=2)[O:9][C:8](=[O:10])[N:7]([C@H:11]([C:13]2[CH:18]=[CH:17][C:16]([C:19]#[C:20][C:21]([CH3:26])([CH3:25])[C:22]([N:37]([CH3:38])[CH3:36])=[O:23])=[CH:15][CH:14]=2)[CH3:12])[CH2:6][CH2:5]1. Reactant: [OH:1][C:2]([CH3:34])([CH3:33])[CH2:3][C@@:4]1([C:27]2[CH:32]=[CH:31][CH:30]=[CH:29][CH:28]=2)[O:9][C:8](=[O:10])[N:7]([C@H:11]([C:13]2[CH:18]=[CH:17][C:16]([C:19]#[C:20][C:21]([CH3:26])([CH3:25])[C:22](O)=[O:23])=[CH:15][CH:14]=2)[CH3:12])[CH2:6][CH2:5]1.C[CH2:36][N:37](C(C)C)[CH:38](C)C.N(C)C.C1COCC1.CN(C(ON1N=NC2C=CC=NC1=2)=[N+](C)C)C.F[P-](F)(F)(F)(F)F.